The task is: Regression. Given a peptide amino acid sequence and an MHC pseudo amino acid sequence, predict their binding affinity value. This is MHC class I binding data.. This data is from Peptide-MHC class I binding affinity with 185,985 pairs from IEDB/IMGT. (1) The peptide sequence is LAMAMKIATA. The MHC is HLA-A01:01 with pseudo-sequence HLA-A01:01. The binding affinity (normalized) is 0. (2) The binding affinity (normalized) is 0.213. The MHC is HLA-B44:02 with pseudo-sequence HLA-B44:02. The peptide sequence is KQIVIINPM.